From a dataset of Reaction yield outcomes from USPTO patents with 853,638 reactions. Predict the reaction yield, written as a fraction of the theoretical maximum amount of product (1.0 means a 100% yield; for example, 0.34 means a 34% yield). (1) The reactants are Br[C:2]1[N:7]=[C:6]2[S:8][C:9]([NH:11][C:12](=[O:24])[C:13]3[CH:18]=[CH:17][C:16]([C:19]([CH3:23])([CH3:22])[CH2:20][OH:21])=[CH:15][CH:14]=3)=[N:10][C:5]2=[CH:4][CH:3]=1.[F:25][C:26]1[CH:31]=[C:30](B(O)O)[CH:29]=[CH:28][N:27]=1. No catalyst specified. The product is [F:25][C:26]1[CH:31]=[C:30]([C:2]2[N:7]=[C:6]3[S:8][C:9]([NH:11][C:12](=[O:24])[C:13]4[CH:18]=[CH:17][C:16]([C:19]([CH3:23])([CH3:22])[CH2:20][OH:21])=[CH:15][CH:14]=4)=[N:10][C:5]3=[CH:4][CH:3]=2)[CH:29]=[CH:28][N:27]=1. The yield is 0.380. (2) The reactants are [Br:1][CH2:2][CH2:3][C:4]1[CH:9]=[CH:8][C:7]([N:10]2[C:14]3[CH:15]=[CH:16][C:17]([OH:19])=[CH:18][C:13]=3[N:12]=[C:11]2[CH2:20][CH3:21])=[CH:6][CH:5]=1.[Si:22](Cl)([C:25]([CH3:28])([CH3:27])[CH3:26])([CH3:24])[CH3:23].N1C=CN=C1.O. The catalyst is CN(C=O)C. The product is [Si:22]([O:19][C:17]1[CH:16]=[CH:15][C:14]2[N:10]([C:7]3[CH:6]=[CH:5][C:4]([CH2:3][CH2:2][Br:1])=[CH:9][CH:8]=3)[C:11]([CH2:20][CH3:21])=[N:12][C:13]=2[CH:18]=1)([C:25]([CH3:28])([CH3:27])[CH3:26])([CH3:24])[CH3:23]. The yield is 0.450. (3) The reactants are [I:1][C:2]1[C:3](N)=[CH:4][C:5]2[C:10]([CH:11]=1)=[CH:9][CH:8]=[C:7]([O:12][CH3:13])[CH:6]=2.N([O-])=O.[Na+].[ClH:19]. The catalyst is O.Cl[Cu]. The product is [Cl:19][C:3]1[C:2]([I:1])=[CH:11][C:10]2[C:5]([CH:4]=1)=[CH:6][C:7]([O:12][CH3:13])=[CH:8][CH:9]=2. The yield is 0.850. (4) The reactants are Cl.ClC1N=C(NC2CC(C)(C)NC(C)(C)C2)C(F)=C[N:4]=1.[CH:21]1([C:24]2[C:29]([N:30]3[CH:34]=[N:33][N:32]=[N:31]3)=[CH:28][C:27]([NH2:35])=[C:26]([F:36])[CH:25]=2)[CH2:23][CH2:22]1.N1C=NN=N1.Cl[C:43]1[N:48]=[C:47]([NH:49][CH:50]2[CH2:55][C:54]([CH3:57])([CH3:56])[NH:53][C:52]([CH3:59])([CH3:58])[CH2:51]2)[C:46]([F:60])=[CH:45][N:44]=1.NC1C=C(C=CC=1)[C:65](O)=[O:66].N1C=CC=NC=1. The catalyst is CC(O)C. The product is [NH3:4].[CH3:65][OH:66].[CH:21]1([C:24]2[C:29]([N:30]3[CH:34]=[N:33][N:32]=[N:31]3)=[CH:28][C:27]([NH:35][C:43]3[N:48]=[C:47]([NH:49][CH:50]4[CH2:51][C:52]([CH3:58])([CH3:59])[NH:53][C:54]([CH3:57])([CH3:56])[CH2:55]4)[C:46]([F:60])=[CH:45][N:44]=3)=[C:26]([F:36])[CH:25]=2)[CH2:23][CH2:22]1. The yield is 0.0100. (5) The reactants are [CH3:1][C:2]1[C:3]([N+:16]([O-:18])=[O:17])=[CH:4][C:5]([N+:13]([O-:15])=[O:14])=[C:6]([CH:12]=1)[C:7]([O:9][CH2:10][CH3:11])=[O:8].C[C:20]([N:22]([CH3:24])[CH3:23])=O. The catalyst is CN(C=O)C. The product is [CH3:20][N:22]([CH3:24])/[CH:23]=[CH:1]/[C:2]1[C:3]([N+:16]([O-:18])=[O:17])=[CH:4][C:5]([N+:13]([O-:15])=[O:14])=[C:6]([CH:12]=1)[C:7]([O:9][CH2:10][CH3:11])=[O:8]. The yield is 0.280. (6) The product is [Cl:32][C:29]1[CH:28]=[CH:27][C:26]([C:23]2[CH:22]=[C:21]([CH2:20][N:13]3[CH:14]=[CH:15][C:10]4=[N:9][C:8]([C:3]5[CH:4]=[CH:5][CH:6]=[CH:7][C:2]=5[F:1])=[N:16][C:11]4=[CH:12]3)[O:25][N:24]=2)=[CH:31][CH:30]=1. The catalyst is CN(C=O)C. The yield is 0.740. The reactants are [F:1][C:2]1[CH:7]=[CH:6][CH:5]=[CH:4][C:3]=1[C:8]1[NH:16][C:11]2[CH:12]=[N:13][CH:14]=[CH:15][C:10]=2[N:9]=1.[OH-].[Na+].Cl[CH2:20][C:21]1[O:25][N:24]=[C:23]([C:26]2[CH:31]=[CH:30][C:29]([Cl:32])=[CH:28][CH:27]=2)[CH:22]=1.